The task is: Predict the reaction yield, written as a fraction of the theoretical maximum amount of product (1.0 means a 100% yield; for example, 0.34 means a 34% yield).. This data is from Reaction yield outcomes from USPTO patents with 853,638 reactions. (1) The reactants are [C:1]([O:5][C:6]([N:8]1[CH:13]2[CH2:14][CH2:15][CH:9]1[CH2:10][NH:11][CH2:12]2)=[O:7])([CH3:4])([CH3:3])[CH3:2].Cl[C:17]1[N:22]=[CH:21][CH:20]=[CH:19][N:18]=1.C(N(CC)CC)C.C1COCC1. The catalyst is ClCCl. The product is [C:1]([O:5][C:6]([N:8]1[CH:9]2[CH2:15][CH2:14][CH:13]1[CH2:12][N:11]([C:17]1[N:22]=[CH:21][CH:20]=[CH:19][N:18]=1)[CH2:10]2)=[O:7])([CH3:4])([CH3:2])[CH3:3]. The yield is 0.710. (2) The reactants are [CH2:1]([O:8][N:9]1[C:15](=[O:16])[N:14]2[CH2:17][C@H:10]1[CH2:11][CH2:12][C@H:13]2[C:18]([NH:20][NH:21][CH:22]=[O:23])=O)[C:2]1[CH:7]=[CH:6][CH:5]=[CH:4][CH:3]=1.N1C=CC=CC=1.O(S(C(F)(F)F)(=O)=O)S(C(F)(F)F)(=O)=O. The catalyst is C(Cl)Cl. The product is [CH2:1]([O:8][N:9]1[C:15](=[O:16])[N:14]2[CH2:17][C@H:10]1[CH2:11][CH2:12][C@H:13]2[C:18]1[O:23][CH:22]=[N:21][N:20]=1)[C:2]1[CH:3]=[CH:4][CH:5]=[CH:6][CH:7]=1. The yield is 0.860. (3) The catalyst is CN(C=O)C.CCOC(C)=O. The product is [CH3:26][CH:27]1[CH2:31][CH2:30][CH2:29][N:28]1[CH2:2][CH2:3][CH2:4][O:5][C:6]1[CH:11]=[CH:10][C:9]([C:12]2[N:13]3[C:17]([N:18]=[C:19]4[CH2:25][CH2:24][CH2:23][CH2:22][CH2:21][C:20]=24)=[CH:16][CH:15]=[N:14]3)=[CH:8][CH:7]=1. The yield is 0.660. The reactants are Cl[CH2:2][CH2:3][CH2:4][O:5][C:6]1[CH:11]=[CH:10][C:9]([C:12]2[N:13]3[C:17]([N:18]=[C:19]4[CH2:25][CH2:24][CH2:23][CH2:22][CH2:21][C:20]=24)=[CH:16][CH:15]=[N:14]3)=[CH:8][CH:7]=1.[CH3:26][CH:27]1[CH2:31][CH2:30][CH2:29][NH:28]1.C([O-])([O-])=O.[K+].[K+]. (4) The reactants are [CH3:1][S:2][C:3]1[C:4]2[S:11][CH:10]=[C:9]([C:12]#[C:13][Si](C)(C)C)[C:5]=2[N:6]=[CH:7][N:8]=1.[F-].C([N+](CCCC)(CCCC)CCCC)CCC. The catalyst is C1COCC1. The product is [C:12]([C:9]1[C:5]2[N:6]=[CH:7][N:8]=[C:3]([S:2][CH3:1])[C:4]=2[S:11][CH:10]=1)#[CH:13]. The yield is 0.910. (5) The reactants are [Cl:1][C:2]1[S:6][C:5]([S:7]([NH:10][C:11]2([C:14]([O:16][CH3:17])=[O:15])[CH2:13][CH2:12]2)(=[O:9])=[O:8])=[CH:4][CH:3]=1.C([O-])([O-])=O.[K+].[K+].I[CH2:25][CH3:26]. The catalyst is CN(C=O)C. The product is [Cl:1][C:2]1[S:6][C:5]([S:7]([N:10]([CH2:25][CH3:26])[C:11]2([C:14]([O:16][CH3:17])=[O:15])[CH2:13][CH2:12]2)(=[O:9])=[O:8])=[CH:4][CH:3]=1. The yield is 0.950.